From a dataset of Reaction yield outcomes from USPTO patents with 853,638 reactions. Predict the reaction yield, written as a fraction of the theoretical maximum amount of product (1.0 means a 100% yield; for example, 0.34 means a 34% yield). (1) The reactants are Cl.[Br:2][C:3]1[CH:10]=[CH:9][CH:8]=[CH:7][C:4]=1[CH2:5][NH2:6].CCN(C(C)C)C(C)C.[CH3:20][C:21]([O:24][C:25](O[C:25]([O:24][C:21]([CH3:23])([CH3:22])[CH3:20])=[O:26])=[O:26])([CH3:23])[CH3:22]. The catalyst is C(Cl)Cl.CN(C1C=CN=CC=1)C. The product is [C:21]([O:24][C:25](=[O:26])[NH:6][CH2:5][C:4]1[CH:7]=[CH:8][CH:9]=[CH:10][C:3]=1[Br:2])([CH3:23])([CH3:22])[CH3:20]. The yield is 0.820. (2) The reactants are [NH2:1][C:2]1[S:3][C:4]2[CH2:15][CH2:14][CH2:13][CH2:12][C:5]=2[C:6]=1[C:7]([O:9]CC)=O.Cl.[CH3:17][C:18]#[N:19]. No catalyst specified. The product is [CH3:17][C:18]1[NH:19][C:7](=[O:9])[C:6]2[C:5]3[CH2:12][CH2:13][CH2:14][CH2:15][C:4]=3[S:3][C:2]=2[N:1]=1. The yield is 0.620. (3) The reactants are C[O:2][C:3](=[O:30])[CH2:4][O:5][C:6]1[CH:11]=[CH:10][C:9]2[C:12]3([CH2:28][O:29][C:8]=2[CH:7]=1)[C:20]1[C:15](=[CH:16][CH:17]=[CH:18][CH:19]=1)[N:14]([CH2:21][C@H:22]1[CH2:26][CH2:25][CH2:24][O:23]1)[C:13]3=[O:27].[OH-].[Li+].Cl. The catalyst is O1CCCC1.O. The product is [O:27]=[C:13]1[C:12]2([C:9]3[CH:10]=[CH:11][C:6]([O:5][CH2:4][C:3]([OH:30])=[O:2])=[CH:7][C:8]=3[O:29][CH2:28]2)[C:20]2[C:15](=[CH:16][CH:17]=[CH:18][CH:19]=2)[N:14]1[CH2:21][C@H:22]1[CH2:26][CH2:25][CH2:24][O:23]1. The yield is 0.850. (4) The reactants are I[C:2]1[CH:7]=[CH:6][CH:5]=[CH:4][C:3]=1[N+:8]([O-])=O.[C:11]([NH:19][C:20]1[CH:25]=[CH:24][CH:23]=[CH:22][CH:21]=1)(=O)[C:12]1[CH:17]=[CH:16][CH:15]=[N:14][CH:13]=1. No catalyst specified. The product is [C:3]1([N:8]2[C:21]3[CH:22]=[CH:23][CH:24]=[CH:25][C:20]=3[N:19]=[C:11]2[C:12]2[CH:13]=[N:14][CH:15]=[CH:16][CH:17]=2)[CH:4]=[CH:5][CH:6]=[CH:7][CH:2]=1. The yield is 0.500. (5) The product is [OH:9][CH2:2][CH2:3][N:4]([CH2:5][CH2:6][OH:8])[S:18]([C:17]1[CH:16]=[CH:15][C:14]([NH:13][C:10](=[O:12])[CH3:11])=[CH:23][CH:22]=1)(=[O:20])=[O:19]. The reactants are C[CH:2]([OH:9])[CH2:3][NH:4][CH2:5][CH:6]([OH:8])C.[C:10]([NH:13][C:14]1[CH:23]=[CH:22][C:17]([S:18](Cl)(=[O:20])=[O:19])=[CH:16][CH:15]=1)(=[O:12])[CH3:11]. The catalyst is O. The yield is 0.600. (6) The reactants are Br[CH2:2][C:3]([C:5]1[C:6]([C:13]2[CH:18]=[CH:17][CH:16]=[CH:15][CH:14]=2)=[N:7][O:8][C:9]=1[CH:10]1[CH2:12][CH2:11]1)=O.[NH2:19][C:20]1[CH:25]=[CH:24][CH:23]=[CH:22][N:21]=1.Br. The catalyst is C(O)C. The product is [CH:10]1([C:9]2[O:8][N:7]=[C:6]([C:13]3[CH:18]=[CH:17][CH:16]=[CH:15][CH:14]=3)[C:5]=2[C:3]2[N:19]=[C:20]3[CH:25]=[CH:24][CH:23]=[CH:22][N:21]3[CH:2]=2)[CH2:12][CH2:11]1. The yield is 0.540.